Task: Regression. Given a peptide amino acid sequence and an MHC pseudo amino acid sequence, predict their binding affinity value. This is MHC class I binding data.. Dataset: Peptide-MHC class I binding affinity with 185,985 pairs from IEDB/IMGT (1) The peptide sequence is IIPFIAYFV. The MHC is HLA-A03:01 with pseudo-sequence HLA-A03:01. The binding affinity (normalized) is 0.231. (2) The peptide sequence is NHDGIQAGV. The MHC is HLA-A80:01 with pseudo-sequence HLA-A80:01. The binding affinity (normalized) is 0.0847. (3) The peptide sequence is YIPFAEDAL. The MHC is HLA-B27:05 with pseudo-sequence HLA-B27:05. The binding affinity (normalized) is 0.0847. (4) The MHC is HLA-A01:01 with pseudo-sequence HLA-A01:01. The binding affinity (normalized) is 0.0847. The peptide sequence is AINGFVLPK. (5) The peptide sequence is IFVVLLLCI. The MHC is H-2-Kd with pseudo-sequence H-2-Kd. The binding affinity (normalized) is 0. (6) The peptide sequence is FQPQMGQFI. The MHC is H-2-Db with pseudo-sequence H-2-Db. The binding affinity (normalized) is 0.363. (7) The peptide sequence is YIRRNMINKL. The MHC is HLA-A02:01 with pseudo-sequence HLA-A02:01. The binding affinity (normalized) is 0.238. (8) The binding affinity (normalized) is 0.331. The peptide sequence is LMVESFIEV. The MHC is H-2-Db with pseudo-sequence H-2-Db. (9) The peptide sequence is PTDYAKPQY. The MHC is HLA-A31:01 with pseudo-sequence HLA-A31:01. The binding affinity (normalized) is 0.0847.